The task is: Predict which catalyst facilitates the given reaction.. This data is from Catalyst prediction with 721,799 reactions and 888 catalyst types from USPTO. Reactant: [Br:1][C:2]1[CH:3]=[CH:4][CH:5]=[C:6]2[C:28]=1[C:9]1([CH2:14][CH2:13][N:12]([C:15](=[O:27])[NH:16][CH:17]3[CH:24]4[CH2:25][CH:20]5[CH2:21][CH:22]([CH2:26][CH:18]3[CH2:19]5)[CH2:23]4)[CH2:11][CH2:10]1)[CH2:8][CH:7]2[CH:29]([CH3:35])[C:30]([O:32]CC)=[O:31].O[Li].O. Product: [Br:1][C:2]1[CH:3]=[CH:4][CH:5]=[C:6]2[C:28]=1[C:9]1([CH2:10][CH2:11][N:12]([C:15](=[O:27])[NH:16][CH:17]3[CH:18]4[CH2:26][CH:22]5[CH2:21][CH:20]([CH2:25][CH:24]3[CH2:23]5)[CH2:19]4)[CH2:13][CH2:14]1)[CH2:8][CH:7]2[CH:29]([CH3:35])[C:30]([OH:32])=[O:31]. The catalyst class is: 24.